Binary Classification. Given a miRNA mature sequence and a target amino acid sequence, predict their likelihood of interaction. From a dataset of Experimentally validated miRNA-target interactions with 360,000+ pairs, plus equal number of negative samples. (1) The miRNA is mmu-miR-291a-3p with sequence AAAGUGCUUCCACUUUGUGUGC. The protein sequence of the target gene is MSALRRKFGDDYQVVTTSSSGSGLQPQGPGQDPQQQLVPKKKRQRFVDKNGRCNVQHGNLGSETSRYLSDLFTTLVDLKWRWNLFIFILTYTVAWLFMASMWWVIAYTRGDLNKAHVGNYTPCVANVYNFPSAFLFFIETEATIGYGYRYITDKCPEGIILFLFQSILGSIVDAFLIGCMFIKMSQPKKRAETLMFSEHAVISMRDGKLTLMFRVGNLRNSHMVSAQIRCKLLKSRQTPEGEFLPLDQLELDVGFSTGADQLFLVSPLTICHVIDAKSPFYDLSQRSMQTEQFEIVVILE.... Result: 0 (no interaction). (2) The miRNA is hsa-miR-581 with sequence UCUUGUGUUCUCUAGAUCAGU. The protein sequence of the target gene is MSRLIVKNLPNGMKEERFRQLFAAFGTLTDCSLKFTKDGKFRKFGFIGFKSEEEAQKAQKHFNKSFIDTSRITVEFCKSFGDPAKPRAWSKHAQKPSQPKQPPKDSTTPEIKKDEKKKKVAGQLEKLKEDTEFQEFLSVHQRRAQAATWANDGLDAEPSKGKSKPASDYLNFDSDSGQESEEEGAGEDLEEEASLEPKAAVQKELSDMDYLKSKMVKAGSSSSSEEEESEDEAVHCDEGSEAEEEDSSATPVLQERDSKGAGQEQGMPAGKKRPPEARAETEKPANQKEPTTCHTVKLRG.... Result: 0 (no interaction). (3) The miRNA is mmu-miR-669c-5p with sequence AUAGUUGUGUGUGGAUGUGUGU. The protein sequence of the target gene is MAYSQGGGKKKVCYYYDGDIGNYYYGQGHPMKPHRIRMTHNLLLNYGLYRKMEIYRPHKATAEEMTKYHSDEYIKFLRSIRPDNMSEYSKQMQRFNVGEDCPVFDGLFEFCQLSTGGSVAGAVKLNRQQTDMAVNWAGGLHHAKKSEASGFCYVNDIVLAILELLKYHQRVLYIDIDIHHGDGVEEAFYTTDRVMTVSFHKYGEYFPGTGDLRDIGAGKGKYYAVNFPMRDGIDDESYGQIFKPIISKVMEMYQPSAVVLQCGADSLSGDRLGCFNLTVKGHAKCVEVAKTFNLPLLMLG.... Result: 0 (no interaction). (4) The miRNA is mmu-miR-3965 with sequence UGCUUAUCAGCCUGAUGUU. The protein sequence of the target gene is MKMLPGVGVFGTGSSARVLVPLLRAEGFTVEALWGKTEEEAKQLAEEMNIAFYTSRTDDILLHQDVDLVCISIPPPLTRQISVKALGIGKNVVCEKAATSVDAFRMVTASRYYPQLMSLVGNVLRFLPAFVRMKQLISEHYVGAVMICDARIYSGSLLSPSYGWICDELMGGGGLHTMGTYIVDLLTHLTGRRAEKVHGLLKTFVRQNAAIRGIRHVTSDDFCFFQMLMGGGVCSTVTLNFNMPGAFVHEVMVVGSAGRLVARGADLYGQKNSATQEELLLRDSLAVGAGLPEQGPQDVP.... Result: 0 (no interaction). (5) The miRNA is hsa-miR-519c-5p with sequence CUCUAGAGGGAAGCGCUUUCUG. The protein sequence of the target gene is MDAIKKKMQMLKLDKENALDRAEQAEADKKAAEDRSKQLEDELVSLQKKLKGTEDELDKYSEALKDAQEKLELAEKKATDAEADVASLNRRIQLVEEELDRAQERLATALQKLEEAEKAADESERGMKVIESRAQKDEEKMEIQEIQLKEAKHIAEDADRKYEEVARKLVIIESDLERAEERAELSEGKCAELEEELKTVTNNLKSLEAQAEKYSQKEDKYEEEIKVLSDKLKEAETRAEFAERSVTKLEKSIDDLEDELYAQKLKYKAISEELDHALNDMTSI. Result: 0 (no interaction). (6) The miRNA is hsa-miR-95-5p with sequence UCAAUAAAUGUCUGUUGAAUU. The protein sequence of the target gene is MEPPLPVGAQPLATVEGMEMKGPLREPCALTLAQRNGQYELIIQLHEKEQHVQDIIPINSHFRCVQEAEETLLIDIASNSGCKIRVQGDWIRERRFEIPDEEHCLKFLSAVLAAQKAQSQLLVPEQKDSSSWYQKLDTKDKPSVFSGLLGFEDNFSSMNLDKKINSQNQPTGIHREPPPPPFSVNKMLPREKEASNKEQPKVTNTMRKLFVPNTQSGQREGLIKHILAKREKEYVNIQTFRFFVGTWNVNGQSPDSGLEPWLNCDPNPPDIYCIGFQELDLSTEAFFYFESVKEQEWSMA.... Result: 1 (interaction). (7) The miRNA is hsa-miR-545-3p with sequence UCAGCAAACAUUUAUUGUGUGC. The protein sequence of the target gene is METCDSPPISRQENGQSTSKLCGTTQLDNEVPEKVAGMEPDRENSSTDDNLKTDERKSEALLGFSVENAAATQVTSAKEIPCNECATSFPSLQKYMEHHCPNARLPVLKDDNESEISELEDSDVENLTGEIVYQPDGSAYIIEDSKESGQNAQTGANSKLFSTAMFLDSLASAGEKSDQSASAPMSFYPQIINTFHIASSLGKPFTADQAFPNTSALAGVGPVLHSFRVYDLRHKREKDYLTSDGSAKNSCVSKDVPNNVDLSKFDGCVSDGKRKPVLMCFLCKLSFGYIRSFVTHAVHD.... Result: 1 (interaction).